Predict the reactants needed to synthesize the given product. From a dataset of Full USPTO retrosynthesis dataset with 1.9M reactions from patents (1976-2016). (1) Given the product [N+:9]([C:4]1[CH:3]=[CH:2][CH:8]=[CH:7][C:5]=1[NH:6][C:19]1[S:18][CH:22]=[CH:21][CH:20]=1)([O-:11])=[O:10], predict the reactants needed to synthesize it. The reactants are: Br[C:2]1[CH:8]=[CH:7][C:5]([NH2:6])=[C:4]([N+:9]([O-:11])=[O:10])[CH:3]=1.C([O-])([O-])=O.[Na+].[Na+].[S:18]1[CH:22]=[CH:21][CH:20]=[C:19]1B(O)O. (2) Given the product [Cl:33][C:26]1[CH:25]=[C:24]([CH:32]=[CH:31][C:27]=1[C:28](=[O:29])[NH:6][C:5]1[CH:7]=[CH:8][C:2]([Cl:1])=[C:3]([C:9]2[CH:14]=[CH:13][CH:12]=[CH:11][N:10]=2)[CH:4]=1)[CH2:23][NH:22][C:20](=[O:21])[O:19][C:15]([CH3:18])([CH3:17])[CH3:16], predict the reactants needed to synthesize it. The reactants are: [Cl:1][C:2]1[CH:8]=[CH:7][C:5]([NH2:6])=[CH:4][C:3]=1[C:9]1[CH:14]=[CH:13][CH:12]=[CH:11][N:10]=1.[C:15]([O:19][C:20]([NH:22][CH2:23][C:24]1[CH:32]=[CH:31][C:27]([C:28](O)=[O:29])=[C:26]([Cl:33])[CH:25]=1)=[O:21])([CH3:18])([CH3:17])[CH3:16]. (3) The reactants are: [OH:1][CH:2]1[CH2:7][CH2:6][N:5]([C:8]([N:10]2[CH2:15][CH:14]([C:16]3[CH:21]=[CH:20][C:19]([O:22][C:23]([F:26])([F:25])[F:24])=[C:18]([CH3:27])[CH:17]=3)[CH2:13][CH:12]([C:28]([OH:30])=O)[CH2:11]2)=[O:9])[CH2:4][CH2:3]1.[F:31][C:32]1[CH:33]=[C:34]([C:38](=[N:40]O)[NH2:39])[CH:35]=[CH:36][CH:37]=1. Given the product [F:31][C:32]1[CH:33]=[C:34]([C:38]2[N:40]=[C:28]([CH:12]3[CH2:13][CH:14]([C:16]4[CH:21]=[CH:20][C:19]([O:22][C:23]([F:26])([F:25])[F:24])=[C:18]([CH3:27])[CH:17]=4)[CH2:15][N:10]([C:8]([N:5]4[CH2:6][CH2:7][CH:2]([OH:1])[CH2:3][CH2:4]4)=[O:9])[CH2:11]3)[O:30][N:39]=2)[CH:35]=[CH:36][CH:37]=1, predict the reactants needed to synthesize it.